This data is from Catalyst prediction with 721,799 reactions and 888 catalyst types from USPTO. The task is: Predict which catalyst facilitates the given reaction. Reactant: [N:1]1[CH:2]=[CH:3][N:4]2[CH:9]=[CH:8][CH:7]=[C:6]([CH:10]=[C:11]3[C:19]4[C:14](=[CH:15][CH:16]=[CH:17][CH:18]=4)[C:13](=[O:20])[O:12]3)[C:5]=12. Product: [N:1]1[CH:2]=[CH:3][N:4]2[CH:9]=[CH:8][CH:7]=[C:6]([CH2:10][CH:11]3[C:19]4[C:14](=[CH:15][CH:16]=[CH:17][CH:18]=4)[C:13](=[O:20])[O:12]3)[C:5]=12. The catalyst class is: 99.